From a dataset of Forward reaction prediction with 1.9M reactions from USPTO patents (1976-2016). Predict the product of the given reaction. (1) Given the reactants [F:1][C:2]1[C:11]2[CH:12]([CH2:14][NH:15][CH2:16][CH2:17][C@@H:18]3[O:22][C:21](=[O:23])[N:20]([C:24]4[CH:25]=[CH:26][C:27]5[S:32][CH2:31][C:30](=[O:33])[NH:29][C:28]=5[CH:34]=4)[CH2:19]3)[CH2:13][N:9]3[C:10]=2[C:5]([CH:6]=[CH:7][C:8]3=[O:35])=[CH:4][CH:3]=1.[Si:36]([O:43][CH2:44][CH2:45][CH:46]=O)([C:39]([CH3:42])([CH3:41])[CH3:40])([CH3:38])[CH3:37], predict the reaction product. The product is: [C:39]([Si:36]([CH3:38])([CH3:37])[O:43][CH2:44][CH2:45][CH2:46][N:15]([CH2:14][CH:12]1[C:11]2=[C:10]3[C:5](=[CH:4][CH:3]=[C:2]2[F:1])[CH:6]=[CH:7][C:8](=[O:35])[N:9]3[CH2:13]1)[CH2:16][CH2:17][C@@H:18]1[O:22][C:21](=[O:23])[N:20]([C:24]2[CH:25]=[CH:26][C:27]3[S:32][CH2:31][C:30](=[O:33])[NH:29][C:28]=3[CH:34]=2)[CH2:19]1)([CH3:42])([CH3:41])[CH3:40]. (2) The product is: [Cl:1][C:2]1[N:7]=[C:6]([CH2:8][Cl:12])[CH:5]=[CH:4][N:3]=1. Given the reactants [Cl:1][C:2]1[N:7]=[C:6]([CH2:8]O)[CH:5]=[CH:4][N:3]=1.S(Cl)([Cl:12])=O, predict the reaction product.